From a dataset of Full USPTO retrosynthesis dataset with 1.9M reactions from patents (1976-2016). Predict the reactants needed to synthesize the given product. (1) Given the product [NH2:17][C:15]1[C:16]2[C:8]([C:5]3[CH:4]=[CH:3][C:2]([NH:1][C:25]([NH:24][C:21]4[CH:22]=[CH:23][C:18]([CH3:27])=[CH:19][CH:20]=4)=[O:26])=[CH:7][CH:6]=3)=[CH:9][O:10][C:11]=2[N:12]=[CH:13][N:14]=1, predict the reactants needed to synthesize it. The reactants are: [NH2:1][C:2]1[CH:7]=[CH:6][C:5]([C:8]2[C:16]3[C:15]([NH2:17])=[N:14][CH:13]=[N:12][C:11]=3[O:10][CH:9]=2)=[CH:4][CH:3]=1.[C:18]1([CH3:27])[CH:23]=[CH:22][C:21]([N:24]=[C:25]=[O:26])=[CH:20][CH:19]=1. (2) Given the product [Cl:1][C:2]1[C:3]2[NH:4][C:14]([CH:15]3[CH2:17][CH2:16]3)=[N:9][C:5]=2[CH:6]=[CH:7][CH:8]=1, predict the reactants needed to synthesize it. The reactants are: [Cl:1][C:2]1[CH:8]=[CH:7][CH:6]=[C:5]([N+:9]([O-])=O)[C:3]=1[NH2:4].N1[CH:17]=[CH:16][CH:15]=[CH:14]C=1.C1(C(Cl)=O)CC1.N. (3) Given the product [F:29][C:4]1[CH:3]=[C:2]([S:39]([CH3:38])(=[O:41])=[O:40])[CH:28]=[CH:27][C:5]=1[O:6][C@H:7]1[CH2:11][CH2:10][N:9]([CH:12]2[CH2:17][CH2:16][N:15]([C:18]3[S:22][N:21]=[C:20]([CH:23]([CH3:25])[CH3:24])[N:19]=3)[CH2:14][CH2:13]2)[C:8]1=[O:26], predict the reactants needed to synthesize it. The reactants are: Br[C:2]1[CH:28]=[CH:27][C:5]([O:6][C@H:7]2[CH2:11][CH2:10][N:9]([CH:12]3[CH2:17][CH2:16][N:15]([C:18]4[S:22][N:21]=[C:20]([CH:23]([CH3:25])[CH3:24])[N:19]=4)[CH2:14][CH2:13]3)[C:8]2=[O:26])=[C:4]([F:29])[CH:3]=1.[C@@H]1(N)CCCC[C@H]1N.[CH3:38][S:39]([O-:41])=[O:40].[Na+]. (4) Given the product [I:11][C:3]1[CH:4]=[C:5]([N+:8]([O-:10])=[O:9])[CH:6]=[CH:7][C:2]=1[O:1][CH2:13][C:14]1[CH:18]=[C:17]([CH3:19])[O:16][N:15]=1, predict the reactants needed to synthesize it. The reactants are: [OH:1][C:2]1[CH:7]=[CH:6][C:5]([N+:8]([O-:10])=[O:9])=[CH:4][C:3]=1[I:11].Cl[CH2:13][C:14]1[CH:18]=[C:17]([CH3:19])[O:16][N:15]=1.